From a dataset of Forward reaction prediction with 1.9M reactions from USPTO patents (1976-2016). Predict the product of the given reaction. (1) Given the reactants Br[C:2]1[C:7]([O:8][CH2:9][CH3:10])=[CH:6][CH:5]=[C:4]([N+:11]([O-])=O)[N:3]=1, predict the reaction product. The product is: [CH2:9]([O:8][C:7]1[CH:6]=[CH:5][C:4]([NH2:11])=[N:3][CH:2]=1)[CH3:10]. (2) Given the reactants CC1C=CC(CCO)=CC=1CCCCC.[O:16]([C:18]1[CH:23]=[CH:22][C:21]([CH2:24][CH2:25][OH:26])=[CH:20][C:19]=1[CH:27]=[CH:28][CH2:29][CH2:30][CH3:31])[CH3:17].CC1C=CC(CCO)=CC=1C=CCCC, predict the reaction product. The product is: [CH3:17][O:16][C:18]1[CH:23]=[CH:22][C:21]([CH2:24][CH2:25][OH:26])=[CH:20][C:19]=1[CH2:27][CH2:28][CH2:29][CH2:30][CH3:31]. (3) Given the reactants [C:1]([C:5]1[CH:10]=[C:9]([SH:11])[CH:8]=[C:7]([C:12]([CH3:15])([CH3:14])[CH3:13])[C:6]=1[OH:16])([CH3:4])([CH3:3])[CH3:2].Br[CH:18]([C:20]1[CH:25]=[CH:24][CH:23]=[CH:22][CH:21]=1)[CH3:19].ClC1C=C(C=CC=1)C(OO)=[O:31], predict the reaction product. The product is: [C:12]([C:7]1[CH:8]=[C:9]([S:11]([CH:18]([C:20]2[CH:25]=[CH:24][CH:23]=[CH:22][CH:21]=2)[CH3:19])=[O:31])[CH:10]=[C:5]([C:1]([CH3:4])([CH3:3])[CH3:2])[C:6]=1[OH:16])([CH3:15])([CH3:14])[CH3:13]. (4) Given the reactants C1(C[O:8][C:9](=[O:32])[CH2:10][CH:11]2[C:16]3[N:17]([C@H:23]([C:25]4[CH:30]=[CH:29][C:28]([Cl:31])=[CH:27][CH:26]=4)[CH3:24])[C:18]([CH:20]([CH3:22])[CH3:21])=[N:19][C:15]=3[CH2:14][CH2:13][CH2:12]2)C=CC=CC=1.[OH-].[Na+].Cl, predict the reaction product. The product is: [NH3:17].[Cl:31][C:28]1[CH:29]=[CH:30][C:25]([C@@H:23]([N:17]2[C:16]3[CH:11]([CH2:10][C:9]([OH:32])=[O:8])[CH2:12][CH2:13][CH2:14][C:15]=3[N:19]=[C:18]2[CH:20]([CH3:22])[CH3:21])[CH3:24])=[CH:26][CH:27]=1. (5) Given the reactants [NH2:1][C:2]1[N:7]=[C:6](Cl)[CH:5]=[CH:4][N:3]=1.[CH3:9][O:10][C:11]1[CH:12]=[C:13]([CH:27]=[CH:28][CH:29]=1)[CH2:14][NH:15][C:16]([C:18]1[C:19]2[CH2:20][CH2:21][NH:22][C:23]=2[CH:24]=[CH:25][CH:26]=1)=[O:17], predict the reaction product. The product is: [NH2:1][C:2]1[N:7]=[C:6]([N:22]2[C:23]3[CH:24]=[CH:25][CH:26]=[C:18]([C:16]([NH:15][CH2:14][C:13]4[CH:27]=[CH:28][CH:29]=[C:11]([O:10][CH3:9])[CH:12]=4)=[O:17])[C:19]=3[CH2:20][CH2:21]2)[CH:5]=[CH:4][N:3]=1.